Dataset: Catalyst prediction with 721,799 reactions and 888 catalyst types from USPTO. Task: Predict which catalyst facilitates the given reaction. (1) Reactant: [C:1]1(=O)[CH2:6][CH2:5][CH2:4][CH2:3][CH2:2]1.[O:8]1[C:12]2([CH2:17][CH2:16][NH:15][CH2:14][CH2:13]2)[O:11][CH2:10][CH2:9]1. Product: [C:1]1([N:15]2[CH2:16][CH2:17][C:12]3([O:11][CH2:10][CH2:9][O:8]3)[CH2:13][CH2:14]2)[CH2:6][CH2:5][CH2:4][CH2:3][CH:2]=1. The catalyst class is: 27. (2) Reactant: [NH2:1][C:2]1[CH:14]=[CH:13][C:5]([C:6]([O:8][C:9]([CH3:12])([CH3:11])[CH3:10])=[O:7])=[CH:4][N:3]=1.C(N(CC)CC)C.[Cl-].ClC1N(C)CC[NH+]1C.[CH3:31][O:32][C:33]1[C:34](=[O:57])[C:35]([CH3:56])=[C:36]([CH2:42][C:43]2[CH:44]=[CH:45][C:46]([O:52][C:53](=[O:55])[CH3:54])=[C:47]([CH:51]=2)[C:48](O)=[O:49])[C:37](=[O:41])[C:38]=1[O:39][CH3:40]. Product: [C:9]([O:8][C:6]([C:5]1[CH:13]=[CH:14][C:2]([NH:1][C:48](=[O:49])[C:47]2[CH:51]=[C:43]([CH2:42][C:36]3[C:37](=[O:41])[C:38]([O:39][CH3:40])=[C:33]([O:32][CH3:31])[C:34](=[O:57])[C:35]=3[CH3:56])[CH:44]=[CH:45][C:46]=2[O:52][C:53](=[O:55])[CH3:54])=[N:3][CH:4]=1)=[O:7])([CH3:10])([CH3:11])[CH3:12]. The catalyst class is: 2. (3) Reactant: [OH:1][CH:2]1[C:7](=O)[CH2:6][CH2:5][N:4]([C:9]([O:11][C:12]([CH3:15])([CH3:14])[CH3:13])=[O:10])[CH2:3]1.[C:16](#[N:20])[CH2:17][C:18]#[N:19].C(NCC)C. Product: [NH2:20][C:16]1[O:1][C:2]2[CH2:3][N:4]([C:9]([O:11][C:12]([CH3:15])([CH3:14])[CH3:13])=[O:10])[CH2:5][CH2:6][C:7]=2[C:17]=1[C:18]#[N:19]. The catalyst class is: 8. (4) Reactant: [Cl:1][C:2]1[CH:7]=[CH:6][C:5]([O:8][C:9]2[CH:16]=[CH:15][C:14]([CH2:17][S:18][C:19]3[NH:20][CH:21]=[C:22]([CH2:26][C:27]4[CH:28]=[N:29][C:30]([O:33][CH3:34])=[N:31][CH:32]=4)[C:23](=[O:25])[N:24]=3)=[CH:13][C:10]=2[C:11]#[N:12])=[CH:4][C:3]=1[C:35]([F:38])([F:37])[F:36].[CH3:39]CN(C(C)C)C(C)C.CI. Product: [Cl:1][C:2]1[CH:7]=[CH:6][C:5]([O:8][C:9]2[CH:16]=[CH:15][C:14]([CH2:17][S:18][C:19]3[N:20]([CH3:39])[CH:21]=[C:22]([CH2:26][C:27]4[CH:32]=[N:31][C:30]([O:33][CH3:34])=[N:29][CH:28]=4)[C:23](=[O:25])[N:24]=3)=[CH:13][C:10]=2[C:11]#[N:12])=[CH:4][C:3]=1[C:35]([F:37])([F:38])[F:36]. The catalyst class is: 2. (5) Reactant: [CH2:1]([O:8][CH2:9][C@@H:10]([OH:33])[C@@H:11]([NH:15][S:16]([C:19]1[CH:24]=[CH:23][C:22]([C:25]2[CH:30]=[CH:29][C:28]([O:31][CH3:32])=[CH:27][CH:26]=2)=[CH:21][CH:20]=1)(=[O:18])=[O:17])[C:12]([OH:14])=[O:13])[C:2]1[CH:7]=[CH:6][CH:5]=[CH:4][CH:3]=1.N([C@H]([C@H](O)COCC1C=CC=CC=1)C(O)=O)=[N+]=[N-].[Sn](Cl)Cl. Product: [CH2:1]([O:8][CH2:9][C@H:10]([OH:33])[C@@H:11]([NH:15][S:16]([C:19]1[CH:24]=[CH:23][C:22]([C:25]2[CH:30]=[CH:29][C:28]([O:31][CH3:32])=[CH:27][CH:26]=2)=[CH:21][CH:20]=1)(=[O:18])=[O:17])[C:12]([OH:14])=[O:13])[C:2]1[CH:7]=[CH:6][CH:5]=[CH:4][CH:3]=1. The catalyst class is: 5. (6) Reactant: [CH2:1]([OH:8])[C:2]1[CH:7]=[CH:6][CH:5]=[CH:4][CH:3]=1.[H-].[Na+].Cl.[Cl:12]C1C=CC(OC[CH2:19][CH2:20][CH:21]2[CH2:29][CH2:28][C:24]3[NH:25][CH:26]=[N:27][C:23]=3[CH2:22]2)=CC=1.O. Product: [ClH:12].[CH2:1]([O:8][CH2:19][CH2:20][CH:21]1[CH2:29][CH2:28][C:24]2[NH:25][CH:26]=[N:27][C:23]=2[CH2:22]1)[C:2]1[CH:7]=[CH:6][CH:5]=[CH:4][CH:3]=1. The catalyst class is: 3. (7) Reactant: [C:1](N1C=CN=C1)(N1C=CN=C1)=[S:2].[CH3:13][N:14]1[CH2:19][CH2:18][N:17]([C:20]2[CH:25]=[CH:24][C:23]([NH2:26])=[CH:22][CH:21]=2)[CH2:16][CH2:15]1. Product: [N:26]([C:23]1[CH:24]=[CH:25][C:20]([N:17]2[CH2:16][CH2:15][N:14]([CH3:13])[CH2:19][CH2:18]2)=[CH:21][CH:22]=1)=[C:1]=[S:2]. The catalyst class is: 9. (8) Reactant: [F:1][C:2]([F:25])([F:24])[O:3][C:4]1[CH:9]=[CH:8][C:7]([NH:10][C:11](=[O:23])[C:12]2[CH:13]=[C:14]([CH:18]=[CH:19][C:20]=2[O:21][CH3:22])[C:15](O)=[O:16])=[CH:6][CH:5]=1.[Cl-].[NH4+].O.[N:29]1(O)C2C=CC=CC=2N=N1.Cl.CN(C)CCCN=C=NCC.C(N(CC)C(C)C)(C)C. Product: [F:1][C:2]([F:25])([F:24])[O:3][C:4]1[CH:9]=[CH:8][C:7]([NH:10][C:11](=[O:23])[C:12]2[CH:13]=[C:14]([CH:18]=[CH:19][C:20]=2[O:21][CH3:22])[C:15]([NH2:29])=[O:16])=[CH:6][CH:5]=1. The catalyst class is: 9.